This data is from TCR-epitope binding with 47,182 pairs between 192 epitopes and 23,139 TCRs. The task is: Binary Classification. Given a T-cell receptor sequence (or CDR3 region) and an epitope sequence, predict whether binding occurs between them. (1) The TCR CDR3 sequence is CASSLYAGASEKLFF. The epitope is RLRAEAQVK. Result: 1 (the TCR binds to the epitope). (2) The epitope is MPASWVMRI. The TCR CDR3 sequence is CASSLGLAGSDTQYF. Result: 1 (the TCR binds to the epitope). (3) The TCR CDR3 sequence is CASSLLGQGDHEQYF. Result: 1 (the TCR binds to the epitope). The epitope is RAKFKQLL. (4) The epitope is FPPTSFGPL. The TCR CDR3 sequence is CASSQDSGNNEQFF. Result: 0 (the TCR does not bind to the epitope). (5) The epitope is YIFFASFYY. The TCR CDR3 sequence is CASSRRQGENTGELFF. Result: 1 (the TCR binds to the epitope).